This data is from Forward reaction prediction with 1.9M reactions from USPTO patents (1976-2016). The task is: Predict the product of the given reaction. Given the reactants [Br:1][C:2]1[CH:3]=[C:4]([CH:8]=[C:9](O)[CH:10]=1)[C:5]([OH:7])=[O:6].[C:12]([O-])([O-])=O.[Cs+].[Cs+].CI.O.CN([CH:24]=[O:25])C, predict the reaction product. The product is: [Br:1][C:2]1[CH:3]=[C:4]([CH:8]=[C:9]([O:25][CH3:24])[CH:10]=1)[C:5]([O:7][CH3:12])=[O:6].